This data is from Full USPTO retrosynthesis dataset with 1.9M reactions from patents (1976-2016). The task is: Predict the reactants needed to synthesize the given product. (1) Given the product [OH:13][C:14]1([C:2]2[CH:7]=[CH:6][CH:5]=[CH:4][N:3]=2)[CH2:15][CH2:16][N:17]([C:20]([O:22][CH2:23][C:24]2[CH:29]=[CH:28][CH:27]=[CH:26][CH:25]=2)=[O:21])[CH2:18][CH2:19]1, predict the reactants needed to synthesize it. The reactants are: Br[C:2]1[CH:7]=[CH:6][CH:5]=[CH:4][N:3]=1.[Li]CCCC.[O:13]=[C:14]1[CH2:19][CH2:18][N:17]([C:20]([O:22][CH2:23][C:24]2[CH:29]=[CH:28][CH:27]=[CH:26][CH:25]=2)=[O:21])[CH2:16][CH2:15]1. (2) Given the product [C:26]([NH:25][C:22]1[CH:21]=[CH:20][C:19]([O:18][CH2:17][CH2:16][C:14]2[N:15]=[C:11]([S:10][C:7]([CH3:9])([CH3:8])[C:6]([OH:34])=[O:5])[S:12][CH:13]=2)=[CH:24][CH:23]=1)(=[O:33])[C:27]1[CH:28]=[CH:29][CH:30]=[CH:31][CH:32]=1, predict the reactants needed to synthesize it. The reactants are: C([O:5][C:6](=[O:34])[C:7]([S:10][C:11]1[S:12][CH:13]=[C:14]([CH2:16][CH2:17][O:18][C:19]2[CH:24]=[CH:23][C:22]([NH:25][C:26](=[O:33])[C:27]3[CH:32]=[CH:31][CH:30]=[CH:29][CH:28]=3)=[CH:21][CH:20]=2)[N:15]=1)([CH3:9])[CH3:8])(C)(C)C.FC(F)(F)C(O)=O. (3) Given the product [Br:1][C:2]1[CH:3]=[C:4]([NH2:9])[C:5]([CH3:8])=[N:6][CH:7]=1, predict the reactants needed to synthesize it. The reactants are: [Br:1][C:2]1[CH:3]=[C:4]([N+:9]([O-])=O)[C:5]([CH3:8])=[N:6][CH:7]=1. (4) Given the product [CH3:19][CH:20]1[CH2:24][CH2:23][CH2:22][N:21]1[CH2:25][C:27]1[S:31][C:30]([B:32]([OH:34])[OH:33])=[CH:29][CH:28]=1, predict the reactants needed to synthesize it. The reactants are: [BH-](OC(C)=O)(OC(C)=O)OC(C)=O.[Na+].CC(O)=O.[CH3:19][CH:20]1[CH2:24][CH2:23][CH2:22][NH:21]1.[CH:25]([C:27]1[S:31][C:30]([B:32]([OH:34])[OH:33])=[CH:29][CH:28]=1)=O. (5) Given the product [CH3:11][N:12]1[C:20]2[C:15](=[CH:16][CH:17]=[CH:18][CH:19]=2)[C:14]([C@H:3]([C:4]2[CH:9]=[CH:8][CH:7]=[CH:6][CH:5]=2)[CH2:2][CH:1]=[O:10])=[CH:13]1, predict the reactants needed to synthesize it. The reactants are: [CH:1](=[O:10])[CH:2]=[CH:3][C:4]1[CH:9]=[CH:8][CH:7]=[CH:6][CH:5]=1.[CH3:11][N:12]1[C:20]2[C:15](=[CH:16][CH:17]=[CH:18][CH:19]=2)[CH:14]=[CH:13]1.C(O)(C(F)(F)F)=O.